From a dataset of Forward reaction prediction with 1.9M reactions from USPTO patents (1976-2016). Predict the product of the given reaction. Given the reactants C1(S([N:10]2[CH2:15][CH2:14][N:13]([C:16]3[CH:17]=[CH:18][C:19]4[O:23][C:22]([C:24]([O:26][CH3:27])=[O:25])=[CH:21][C:20]=4[CH:28]=3)[CH2:12][CH2:11]2)(=O)=O)C=CC=CC=1.Br.Cl, predict the reaction product. The product is: [N:13]1([C:16]2[CH:17]=[CH:18][C:19]3[O:23][C:22]([C:24]([O:26][CH3:27])=[O:25])=[CH:21][C:20]=3[CH:28]=2)[CH2:12][CH2:11][NH:10][CH2:15][CH2:14]1.